Dataset: Catalyst prediction with 721,799 reactions and 888 catalyst types from USPTO. Task: Predict which catalyst facilitates the given reaction. (1) Reactant: B.C1COCC1.[F:7][C:8]([F:17])([F:16])[C:9]1([CH2:12][C:13](O)=[O:14])[CH2:11][CH2:10]1. Product: [F:7][C:8]([F:17])([F:16])[C:9]1([CH2:12][CH2:13][OH:14])[CH2:11][CH2:10]1. The catalyst class is: 7. (2) Reactant: [O:1]1[CH:5]=[CH:4][CH:3]=[C:2]1[C:6]1[O:7][C:8]([CH3:40])=[C:9]([CH2:11][O:12][C:13]2[CH:37]=[CH:36][C:16]([CH2:17][O:18][C:19]3[C:24]([C:25](OCC)=[O:26])=[CH:23][N:22]=[C:21]([C:30]4[CH:35]=[CH:34][CH:33]=[CH:32][CH:31]=4)[N:20]=3)=[CH:15][C:14]=2[O:38][CH3:39])[N:10]=1.[H-].[Al+3].[Li+].[H-].[H-].[H-].O.O.O.O.O.O.O.O.O.O.S([O-])([O-])(=O)=O.[Na+].[Na+]. Product: [O:1]1[CH:5]=[CH:4][CH:3]=[C:2]1[C:6]1[O:7][C:8]([CH3:40])=[C:9]([CH2:11][O:12][C:13]2[CH:37]=[CH:36][C:16]([CH2:17][O:18][C:19]3[C:24]([CH2:25][OH:26])=[CH:23][N:22]=[C:21]([C:30]4[CH:31]=[CH:32][CH:33]=[CH:34][CH:35]=4)[N:20]=3)=[CH:15][C:14]=2[O:38][CH3:39])[N:10]=1. The catalyst class is: 54. (3) The catalyst class is: 760. Product: [NH2:1][C:2]([C:4]1[CH:5]=[N:6][C:7]2[C:12]([C:13]=1[NH:14][C:15]1[CH:16]=[C:17]([CH:22]=[CH:23][CH:24]=1)[C:18]([O:20][CH3:21])=[O:19])=[CH:11][C:10]([O:25][CH3:26])=[C:9]([C:28]1[CH:33]=[CH:32][CH:31]=[CH:30][CH:29]=1)[CH:8]=2)=[O:3]. Reactant: [NH2:1][C:2]([C:4]1[CH:5]=[N:6][C:7]2[C:12]([C:13]=1[NH:14][C:15]1[CH:16]=[C:17]([CH:22]=[CH:23][CH:24]=1)[C:18]([O:20][CH3:21])=[O:19])=[CH:11][C:10]([O:25][CH3:26])=[C:9](Cl)[CH:8]=2)=[O:3].[C:28]1(B(O)O)[CH:33]=[CH:32][CH:31]=[CH:30][CH:29]=1.C(=O)([O-])[O-].[K+].[K+]. (4) Reactant: [CH3:1][O:2][C:3]1[CH:10]=[CH:9][C:6]([NH:7][CH3:8])=[CH:5][CH:4]=1.[Cl:11][CH2:12][C:13]([OH:15])=O.CCN=C=NCCCN(C)C.Cl. Product: [Cl:11][CH2:12][C:13]([N:7]([C:6]1[CH:9]=[CH:10][C:3]([O:2][CH3:1])=[CH:4][CH:5]=1)[CH3:8])=[O:15]. The catalyst class is: 79. (5) Reactant: [Cl-].[C:2]([SiH:6]([C:13]1[CH:18]=[CH:17][CH:16]=[CH:15][CH:14]=1)[C:7]1[CH:12]=[CH:11][CH:10]=[CH:9][CH:8]=1)([CH3:5])([CH3:4])[CH3:3].[C@H:19]1([N:27]2[CH:34]=[CH:33][C:31](=[O:32])[NH:30][C:28]2=[O:29])[O:24][C@@H:23]([CH2:25][OH:26])[C@@H:21]([OH:22])[CH2:20]1. Product: [Si:6]([O:26][CH2:25][C@@H:23]1[O:24][C@H:19]([N:27]2[CH:34]=[CH:33][C:31](=[O:32])[NH:30][C:28]2=[O:29])[CH2:20][C@@H:21]1[OH:22])([C:2]([CH3:5])([CH3:3])[CH3:4])([C:13]1[CH:18]=[CH:17][CH:16]=[CH:15][CH:14]=1)[C:7]1[CH:8]=[CH:9][CH:10]=[CH:11][CH:12]=1. The catalyst class is: 17. (6) Reactant: [Br:1][C:2]1[CH:3]=[C:4]2[C:9](=[CH:10][CH:11]=1)[N:8]=[C:7]([NH:12][C:13](=[O:15])[CH3:14])[CH:6]=[C:5]2[OH:16].[CH2:17](I)[CH3:18].C(=O)([O-])[O-].[K+].[K+]. Product: [Br:1][C:2]1[CH:3]=[C:4]2[C:9](=[CH:10][CH:11]=1)[N:8]=[C:7]([NH:12][C:13](=[O:15])[CH3:14])[CH:6]=[C:5]2[O:16][CH2:17][CH3:18]. The catalyst class is: 10.